Dataset: Reaction yield outcomes from USPTO patents with 853,638 reactions. Task: Predict the reaction yield, written as a fraction of the theoretical maximum amount of product (1.0 means a 100% yield; for example, 0.34 means a 34% yield). (1) The reactants are [CH3:1][O:2][C:3]1[C:8]([N+:9]([O-])=O)=[C:7]([O:12][CH3:13])[N:6]=[C:5]([N:14]([CH3:21])[CH:15]2[CH2:19][CH2:18][N:17]([CH3:20])[CH2:16]2)[N:4]=1. The catalyst is C(O)C.[Pd]. The product is [CH3:13][O:12][C:7]1[C:8]([NH2:9])=[C:3]([O:2][CH3:1])[N:4]=[C:5]([N:14]([CH3:21])[CH:15]2[CH2:19][CH2:18][N:17]([CH3:20])[CH2:16]2)[N:6]=1. The yield is 0.990. (2) The reactants are [N:1]1[CH:6]=[CH:5][N:4]=[CH:3][C:2]=1[NH2:7].CO.Br[CH2:11][C:12](=O)[C:13]([O-:15])=[O:14].CO[CH2:19][CH2:20]OC. No catalyst specified. The product is [N:7]1[CH:11]=[C:12]([C:13]([O:15][CH2:19][CH3:20])=[O:14])[N:1]2[CH:6]=[CH:5][N:4]=[CH:3][C:2]=12. The yield is 0.289. (3) The reactants are FC(F)(F)C(O)=O.[Cl:8][C:9]1[C:10]([F:38])=[C:11]([CH:15]2[C:19]([C:22]3[CH:27]=[CH:26][C:25]([Cl:28])=[CH:24][C:23]=3[F:29])([C:20]#[N:21])[CH:18]([CH2:30][C:31]([CH3:34])([CH3:33])[CH3:32])[NH:17][CH:16]2[C:35](O)=[O:36])[CH:12]=[CH:13][CH:14]=1.CC1(C)[O:44][C@@H:43]([C:45]2[N:46]=[CH:47][C:48]([NH2:51])=[N:49][CH:50]=2)[CH2:42][O:41]1.C(P1(=O)OP(CCC)(=O)OP(CCC)(=O)O1)CC.CCN(C(C)C)C(C)C.Cl. The catalyst is C(Cl)Cl.O1CCCC1. The product is [OH:44][C@@H:43]([C:45]1[N:46]=[CH:47][C:48]([NH:51][C:35]([CH:16]2[CH:15]([C:11]3[CH:12]=[CH:13][CH:14]=[C:9]([Cl:8])[C:10]=3[F:38])[C:19]([C:22]3[CH:27]=[CH:26][C:25]([Cl:28])=[CH:24][C:23]=3[F:29])([C:20]#[N:21])[CH:18]([CH2:30][C:31]([CH3:34])([CH3:33])[CH3:32])[NH:17]2)=[O:36])=[N:49][CH:50]=1)[CH2:42][OH:41]. The yield is 0.110. (4) The reactants are [CH2:1]1[CH:10]2[N:5]([CH2:6][CH2:7][CH2:8][CH2:9]2)[CH2:4][CH:3]([CH2:11][OH:12])[CH2:2]1.C(N(CC)CC)C.[CH3:20][S:21](Cl)(=[O:23])=[O:22]. The catalyst is ClCCl. The product is [CH3:20][S:21]([O:12][CH2:11][CH:3]1[CH2:4][N:5]2[CH:10]([CH2:9][CH2:8][CH2:7][CH2:6]2)[CH2:1][CH2:2]1)(=[O:23])=[O:22]. The yield is 0.910. (5) The reactants are Cl[C:2]1[C:7]([N+:8]([O-:10])=[O:9])=[CH:6][CH:5]=[CH:4][C:3]=1[CH3:11].[CH:12]1([NH2:15])[CH2:14][CH2:13]1. The catalyst is O. The product is [CH:12]1([NH:15][C:2]2[C:7]([N+:8]([O-:10])=[O:9])=[CH:6][CH:5]=[CH:4][C:3]=2[CH3:11])[CH2:14][CH2:13]1. The yield is 0.379. (6) The reactants are [O:1]=[C:2]1[NH:11][C:10]2[CH:9]=[C:8]([C:12]([O:14]C)=[O:13])[CH:7]=[CH:6][C:5]=2[N:4]2[CH2:16][CH2:17][CH2:18][CH2:19][CH:3]12.[Li+].[OH-].C1COCC1.O. The catalyst is CO. The product is [O:1]=[C:2]1[NH:11][C:10]2[CH:9]=[C:8]([C:12]([OH:14])=[O:13])[CH:7]=[CH:6][C:5]=2[N:4]2[CH2:16][CH2:17][CH2:18][CH2:19][CH:3]12. The yield is 1.00. (7) The reactants are [Cl:1][C:2]1[N:10]=[C:9]2[C:5]([N:6]=[CH:7][N:8]2[CH:11]([CH3:13])[CH3:12])=[C:4](Cl)[N:3]=1.[N:15]1[CH:20]=[CH:19][CH:18]=[C:17]([CH2:21][NH2:22])[CH:16]=1.CCN(CC)CC. The catalyst is CCCCO. The product is [Cl:1][C:2]1[N:10]=[C:9]2[C:5]([N:6]=[CH:7][N:8]2[CH:11]([CH3:13])[CH3:12])=[C:4]([NH:22][CH2:21][C:17]2[CH:16]=[N:15][CH:20]=[CH:19][CH:18]=2)[N:3]=1. The yield is 0.860. (8) The reactants are C(OC(=O)[NH:7][CH2:8][C:9]1([CH3:43])[CH2:13][CH2:12][N:11]([C:14]2[CH:19]=[CH:18][CH:17]=[C:16]([C:20]3[N:21]=[C:22]4[C:28]([C:29](=[O:34])[C:30]([CH3:33])([CH3:32])[CH3:31])=[CH:27][N:26](COCC[Si](C)(C)C)[C:23]4=[N:24][CH:25]=3)[CH:15]=2)[CH2:10]1)(C)(C)C.C(Cl)(=O)C. The catalyst is CO. The product is [NH2:7][CH2:8][C:9]1([CH3:43])[CH2:13][CH2:12][N:11]([C:14]2[CH:15]=[C:16]([C:20]3[N:21]=[C:22]4[C:28]([C:29](=[O:34])[C:30]([CH3:32])([CH3:31])[CH3:33])=[CH:27][NH:26][C:23]4=[N:24][CH:25]=3)[CH:17]=[CH:18][CH:19]=2)[CH2:10]1. The yield is 0.440. (9) The product is [F:1][C:2]([F:21])([F:20])[S:3]([O:22][C:23]1[CH:32]=[CH:31][CH:30]=[C:29]2[C:24]=1[CH2:25][CH2:26][C:27](=[O:33])[NH:28]2)(=[O:5])=[O:4]. The yield is 0.970. The catalyst is CC#N. The reactants are [F:1][C:2]([F:21])([F:20])[S:3](N(C1C=CC=CC=1)[S:3]([C:2]([F:21])([F:20])[F:1])(=[O:5])=[O:4])(=[O:5])=[O:4].[OH:22][C:23]1[CH:32]=[CH:31][CH:30]=[C:29]2[C:24]=1[CH2:25][CH2:26][C:27](=[O:33])[NH:28]2.C(N(CC)CC)C. (10) The reactants are O=[C:2]1[C:11]2[C:6](=[CH:7][CH:8]=[C:9]([C:12]#[N:13])[CH:10]=2)[NH:5][CH:4]=[CH:3]1.P(Br)(Br)[Br:15].[OH-].[Na+]. The catalyst is CN(C=O)C. The product is [Br:15][C:2]1[C:11]2[C:6](=[CH:7][CH:8]=[C:9]([C:12]#[N:13])[CH:10]=2)[N:5]=[CH:4][CH:3]=1. The yield is 0.870.